Dataset: Full USPTO retrosynthesis dataset with 1.9M reactions from patents (1976-2016). Task: Predict the reactants needed to synthesize the given product. Given the product [CH3:6][S:5][C:3]1[N:1]=[N:2][CH:16]=[C:15]([C:10]2[CH:9]=[C:8]([F:7])[CH:13]=[C:12]([F:14])[CH:11]=2)[N:4]=1, predict the reactants needed to synthesize it. The reactants are: [NH:1]([C:3]([S:5][CH3:6])=[NH:4])[NH2:2].[F:7][C:8]1[CH:9]=[C:10]([C:15](=O)[CH:16]=O)[CH:11]=[C:12]([F:14])[CH:13]=1.